Dataset: Catalyst prediction with 721,799 reactions and 888 catalyst types from USPTO. Task: Predict which catalyst facilitates the given reaction. (1) Reactant: C[O:2][C:3]([C:5]1[N:6]=[C:7]2[CH:23]=[CH:22][C:21]([CH2:24][N:25]3[CH2:30][CH2:29][O:28][CH2:27][CH2:26]3)=[CH:20][N:8]2[C:9](=[O:19])[C:10]=1[O:11][CH2:12][C:13]1[CH:18]=[CH:17][CH:16]=[CH:15][CH:14]=1)=O.O.[NH2:32][NH2:33]. Product: [CH2:12]([O:11][C:10]1[C:9](=[O:19])[N:8]2[CH:20]=[C:21]([CH2:24][N:25]3[CH2:26][CH2:27][O:28][CH2:29][CH2:30]3)[CH:22]=[CH:23][C:7]2=[N:6][C:5]=1[C:3]([NH:32][NH2:33])=[O:2])[C:13]1[CH:18]=[CH:17][CH:16]=[CH:15][CH:14]=1. The catalyst class is: 5. (2) Reactant: [H-].[Na+].[CH2:3]([OH:10])[C:4]1[CH:9]=[CH:8][CH:7]=[CH:6][CH:5]=1.[CH:11]1([NH:17][C:18]2[CH:27]=[C:26]3[C:21]([C:22](=[O:42])[N:23]([CH2:34]/[CH:35]=[CH:36]/[C:37]([O:39]CC)=[O:38])[C:24](=[O:33])[N:25]3[CH:28]3[CH2:32][CH2:31][CH2:30][CH2:29]3)=[CH:20][C:19]=2[F:43])[CH2:16][CH2:15][CH2:14][CH2:13][CH2:12]1.Cl.[OH-].[Na+]. Product: [CH2:3]([O:10][CH:35]([CH2:34][N:23]1[C:22](=[O:42])[C:21]2[C:26](=[CH:27][C:18]([NH:17][CH:11]3[CH2:16][CH2:15][CH2:14][CH2:13][CH2:12]3)=[C:19]([F:43])[CH:20]=2)[N:25]([CH:28]2[CH2:32][CH2:31][CH2:30][CH2:29]2)[C:24]1=[O:33])[CH2:36][C:37]([OH:39])=[O:38])[C:4]1[CH:9]=[CH:8][CH:7]=[CH:6][CH:5]=1. The catalyst class is: 136. (3) Reactant: [N:1]([Si](C)(C)C)=[N+:2]=[N-:3].[Br:8][C:9]1[CH:10]=[C:11]2[C:22]([CH2:24][C:25]([O:27][CH2:28][CH3:29])=[O:26])(O)[C:21]3[C:16](=[CH:17][CH:18]=[C:19]([I:30])[CH:20]=3)[O:15][C:12]2=[N:13][CH:14]=1.C([O+]([B-](F)(F)F)CC)C. Product: [N:1]([C:22]1([CH2:24][C:25]([O:27][CH2:28][CH3:29])=[O:26])[C:11]2[C:12](=[N:13][CH:14]=[C:9]([Br:8])[CH:10]=2)[O:15][C:16]2[C:21]1=[CH:20][C:19]([I:30])=[CH:18][CH:17]=2)=[N+:2]=[N-:3]. The catalyst class is: 11. (4) Reactant: [Br:1][C:2]1[C:7]([C:8](OC)=[O:9])=[CH:6][C:5]([NH:12][C:13]([NH:15][CH2:16][CH3:17])=[O:14])=[N:4][CH:3]=1.[NH3:18]. Product: [Br:1][C:2]1[C:7]([C:8]([NH2:18])=[O:9])=[CH:6][C:5]([NH:12][C:13]([NH:15][CH2:16][CH3:17])=[O:14])=[N:4][CH:3]=1. The catalyst class is: 5. (5) Reactant: [N:1]1[CH2:5][CH2:4][CH2:3][C:2]=1[CH2:6][CH2:7][C:8]1[CH:9]=[C:10]([CH:13]=[CH:14][CH:15]=1)[C:11]#[N:12].[BH4-].[Na+]. Product: [NH:1]1[CH2:5][CH2:4][CH2:3][CH:2]1[CH2:6][CH2:7][C:8]1[CH:9]=[C:10]([CH:13]=[CH:14][CH:15]=1)[C:11]#[N:12]. The catalyst class is: 14.